From a dataset of Reaction yield outcomes from USPTO patents with 853,638 reactions. Predict the reaction yield, written as a fraction of the theoretical maximum amount of product (1.0 means a 100% yield; for example, 0.34 means a 34% yield). (1) The reactants are [Br:1][C:2]1[CH:3]=[C:4]2[C:9](=[CH:10][CH:11]=1)[O:8][C:7]([C:12]1[N:13]=[CH:14][C:15]3[C:20]([CH:21]=1)=[CH:19][CH:18]=[CH:17][CH:16]=3)=[CH:6][C:5]2=O.Cl.[C:24]([O:28][NH2:29])([CH3:27])([CH3:26])[CH3:25]. The catalyst is CO. The product is [C:24]([O:28][N:29]=[C:5]1[C:4]2[C:9](=[CH:10][CH:11]=[C:2]([Br:1])[CH:3]=2)[O:8][C:7]([C:12]2[N:13]=[CH:14][C:15]3[C:20]([CH:21]=2)=[CH:19][CH:18]=[CH:17][CH:16]=3)=[CH:6]1)([CH3:27])([CH3:26])[CH3:25]. The yield is 0.760. (2) The reactants are [CH3:1][N:2]1[CH2:7][CH2:6][N:5]([CH2:8][C:9]2[CH:28]=[CH:27][C:12]([C:13]([NH:15][C:16]3[CH:17]=[CH:18][C:19]([CH3:26])=[C:20]([CH:25]=3)[C:21](OC)=[O:22])=[O:14])=[CH:11][CH:10]=2)[CH2:4][CH2:3]1.[BH4-].[Li+]. The catalyst is O1CCCC1. The product is [OH:22][CH2:21][C:20]1[CH:25]=[C:16]([NH:15][C:13](=[O:14])[C:12]2[CH:11]=[CH:10][C:9]([CH2:8][N:5]3[CH2:4][CH2:3][N:2]([CH3:1])[CH2:7][CH2:6]3)=[CH:28][CH:27]=2)[CH:17]=[CH:18][C:19]=1[CH3:26]. The yield is 0.860.